Dataset: Catalyst prediction with 721,799 reactions and 888 catalyst types from USPTO. Task: Predict which catalyst facilitates the given reaction. Reactant: [CH3:1][C:2]1[O:10][C:9]2[CH:8]=[CH:7][N:6]([C:11]3[CH:16]=[CH:15][C:14]([N:17]4[CH2:22][CH2:21][NH:20][CH2:19][CH2:18]4)=[CH:13][CH:12]=3)[C:5](=[O:23])[C:4]=2[CH:3]=1.CC1C=CC(S(O[CH2:35][CH2:36][CH2:37][C:38]2[C:46]3[C:41](=[CH:42][CH:43]=[C:44]([O:47][CH3:48])[CH:45]=3)[NH:40][CH:39]=2)(=O)=O)=CC=1.C(=O)([O-])[O-].[K+].[K+].[I-].[K+]. Product: [CH3:48][O:47][C:44]1[CH:45]=[C:46]2[C:41](=[CH:42][CH:43]=1)[NH:40][CH:39]=[C:38]2[CH2:37][CH2:36][CH2:35][N:20]1[CH2:21][CH2:22][N:17]([C:14]2[CH:13]=[CH:12][C:11]([N:6]3[CH:7]=[CH:8][C:9]4[O:10][C:2]([CH3:1])=[CH:3][C:4]=4[C:5]3=[O:23])=[CH:16][CH:15]=2)[CH2:18][CH2:19]1. The catalyst class is: 10.